This data is from Peptide-MHC class II binding affinity with 134,281 pairs from IEDB. The task is: Regression. Given a peptide amino acid sequence and an MHC pseudo amino acid sequence, predict their binding affinity value. This is MHC class II binding data. The peptide sequence is DVDLFLTGTPDEYVEQV. The MHC is HLA-DQA10501-DQB10201 with pseudo-sequence HLA-DQA10501-DQB10201. The binding affinity (normalized) is 0.576.